From a dataset of Forward reaction prediction with 1.9M reactions from USPTO patents (1976-2016). Predict the product of the given reaction. (1) Given the reactants [CH3:1][C:2]1[N:3]([CH2:30][C:31]([O:33]CC)=[O:32])[C:4]2[CH2:5][C:6]([CH3:29])([CH3:28])[CH2:7][C:8](=[O:27])[C:9]=2[C:10]=1[CH2:11][C:12]1[CH:17]=[CH:16][CH:15]=[CH:14][C:13]=1[S:18]([C:21]1[CH:26]=[CH:25][CH:24]=[CH:23][CH:22]=1)(=[O:20])=[O:19].[OH-].[Na+], predict the reaction product. The product is: [CH3:1][C:2]1[N:3]([CH2:30][C:31]([OH:33])=[O:32])[C:4]2[CH2:5][C:6]([CH3:29])([CH3:28])[CH2:7][C:8](=[O:27])[C:9]=2[C:10]=1[CH2:11][C:12]1[CH:17]=[CH:16][CH:15]=[CH:14][C:13]=1[S:18]([C:21]1[CH:26]=[CH:25][CH:24]=[CH:23][CH:22]=1)(=[O:20])=[O:19]. (2) The product is: [BH3:7].[CH2:8]1[CH2:12][O:11][CH2:10][CH2:9]1.[CH3:2][C:1](=[C:4]([CH3:6])[CH3:5])[CH3:3]. Given the reactants [C:1]([BH2:7])([CH:4]([CH3:6])[CH3:5])([CH3:3])[CH3:2].[CH2:8]1[CH2:12][O:11][CH2:10][CH2:9]1, predict the reaction product. (3) Given the reactants [CH3:1][C:2]([O:5][C:6]([NH:8][C@@H:9]([CH2:14][C:15]#[CH:16])[C:10]([O:12][CH3:13])=[O:11])=[O:7])([CH3:4])[CH3:3].[F:17][C:18]1[CH:23]=[CH:22][CH:21]=[CH:20][C:19]=1[CH2:24][NH:25][C:26]1[CH:31]=[CH:30][C:29](I)=[CH:28][CH:27]=1.C(NCC)C, predict the reaction product. The product is: [CH3:4][C:2]([O:5][C:6]([NH:8][C@@H:9]([CH2:14][C:15]#[C:16][C:29]1[CH:28]=[CH:27][C:26]([NH:25][CH2:24][C:19]2[CH:20]=[CH:21][CH:22]=[CH:23][C:18]=2[F:17])=[CH:31][CH:30]=1)[C:10]([O:12][CH3:13])=[O:11])=[O:7])([CH3:1])[CH3:3].